Task: Predict the reaction yield, written as a fraction of the theoretical maximum amount of product (1.0 means a 100% yield; for example, 0.34 means a 34% yield).. Dataset: Reaction yield outcomes from USPTO patents with 853,638 reactions The yield is 0.830. The catalyst is CC(O)C.O. The product is [CH3:15][C:8]1[S:9][C:10]2[NH:11][C:12](=[O:13])[NH:14][C:4](=[O:3])[C:6]=2[N:7]=1. The reactants are C([O:3][C:4]([C:6]1[N:7]=[C:8]([CH3:15])[S:9][C:10]=1[NH:11][C:12]([NH2:14])=[O:13])=O)C.[OH-].[Na+].